From a dataset of Full USPTO retrosynthesis dataset with 1.9M reactions from patents (1976-2016). Predict the reactants needed to synthesize the given product. (1) Given the product [NH2:11][C:12]1([PH:20]([NH:22][C:23](=[O:31])[NH:24][C:25]2[CH:30]=[CH:29][CH:28]=[CH:27][CH:26]=2)=[O:21])[CH2:17][CH2:16][CH2:15][N:14]([NH2:18])[C:13]1=[O:19], predict the reactants needed to synthesize it. The reactants are: C(OC([NH:11][C@:12]1([PH:20]([NH:22][C:23](=[O:31])[NH:24][C:25]2[CH:30]=[CH:29][CH:28]=[CH:27][CH:26]=2)=[O:21])[CH2:17][CH2:16][CH2:15][N:14]([NH2:18])[C:13]1=[O:19])=O)C1C=CC=CC=1. (2) Given the product [CH3:39][S:38][C:33]1[N:32]=[C:31]([NH2:30])[CH:36]=[C:35]([O:21][C:18]2[CH:19]=[CH:20][C:15]([C:12]3[NH:11][C:10]([NH:9][C:5]4[CH:6]=[CH:7][CH:8]=[C:3]([C:2]([F:22])([F:1])[F:23])[CH:4]=4)=[N:14][N:13]=3)=[CH:16][CH:17]=2)[N:34]=1, predict the reactants needed to synthesize it. The reactants are: [F:1][C:2]([F:23])([F:22])[C:3]1[CH:4]=[C:5]([NH:9][C:10]2[NH:11][C:12]([C:15]3[CH:20]=[CH:19][C:18]([OH:21])=[CH:17][CH:16]=3)=[N:13][N:14]=2)[CH:6]=[CH:7][CH:8]=1.C([O-])([O-])=O.[Cs+].[Cs+].[NH2:30][C:31]1[CH:36]=[C:35](Cl)[N:34]=[C:33]([S:38][CH3:39])[N:32]=1.CO. (3) Given the product [CH:14]1[C:2]([S:3]([NH2:19])(=[O:6])=[O:4])=[CH:18][CH:17]=[CH:16][CH:15]=1.[C:51]([OH:50])(=[O:4])/[CH:47]=[CH:48]/[C:27]([OH:29])=[O:30].[C:33]1([CH2:32][N:34]2[CH2:37][CH2:38][CH:17]([CH2:18][CH2:25][C:24]3[C:23]4[CH:22]=[CH:21][CH:20]=[CH:26][C:27]=4[O:28][N:19]=3)[CH2:36][CH2:35]2)[CH:42]=[CH:43][CH:44]=[CH:45][CH:40]=1, predict the reactants needed to synthesize it. The reactants are: F[C:2](F)(F)[S:3]([O:6][Si](C)(C)C)(=O)=[O:4].N1[CH2:18][CH2:17][CH2:16][CH2:15][CH2:14]1.[N:19]1[C:24]([CH3:25])=[CH:23][CH:22]=[CH:21][C:20]=1[CH3:26].[C:27](=[O:30])([OH:29])[O-:28].[Na+].[CH2:32]([N:34]([CH2:37][CH3:38])[CH2:35][CH3:36])[CH3:33].C(Br)[C:40]1[CH:45]=[CH:44][CH:43]=[CH:42]C=1.[CH2:47]1[CH2:51][O:50]C[CH2:48]1.